This data is from Forward reaction prediction with 1.9M reactions from USPTO patents (1976-2016). The task is: Predict the product of the given reaction. (1) Given the reactants C([C:4]1[CH:15]=[CH:14][C:7]([C:8]([O:10][CH:11]([CH3:13])[CH3:12])=[O:9])=[C:6]([N:16]2[CH2:20][CH2:19][C@H:18]([N:21](C(OC(C)(C)C)=O)[CH2:22][CH3:23])[CH2:17]2)[N:5]=1)(C)C.[ClH:31], predict the reaction product. The product is: [ClH:31].[CH2:22]([NH:21][C@H:18]1[CH2:19][CH2:20][N:16]([C:6]2[C:7]([C:8]([O:10][CH:11]([CH3:12])[CH3:13])=[O:9])=[CH:14][CH:15]=[CH:4][N:5]=2)[CH2:17]1)[CH3:23]. (2) Given the reactants Br[C:2]1[CH:3]=[C:4]2[C:9](=[CH:10][CH:11]=1)[C:8](=[O:12])[NH:7][N:6]=[C:5]2[Cl:13].[CH3:14][N:15]1[CH2:21][CH2:20][CH2:19][N:18]([C:22]2[CH:23]=[C:24]([CH:27]=[CH:28][CH:29]=2)[CH2:25][NH2:26])[CH2:17][CH2:16]1.C1C=CC(P(C2C(C3C(P(C4C=CC=CC=4)C4C=CC=CC=4)=CC=C4C=3C=CC=C4)=C3C(C=CC=C3)=CC=2)C2C=CC=CC=2)=CC=1.CC([O-])(C)C.[Na+], predict the reaction product. The product is: [Cl:13][C:5]1[C:4]2[C:9](=[CH:10][CH:11]=[C:2]([NH:26][CH2:25][C:24]3[CH:27]=[CH:28][CH:29]=[C:22]([N:18]4[CH2:19][CH2:20][CH2:21][N:15]([CH3:14])[CH2:16][CH2:17]4)[CH:23]=3)[CH:3]=2)[C:8](=[O:12])[NH:7][N:6]=1.